This data is from Forward reaction prediction with 1.9M reactions from USPTO patents (1976-2016). The task is: Predict the product of the given reaction. (1) Given the reactants [Br:1][C:2]1[CH:7]=[C:6]([C:8]2(C(O)=O)[CH2:10][CH2:9]2)[CH:5]=[CH:4][N:3]=1.C1(P(N=[N+]=[N-])(C2C=CC=CC=2)=[O:21])C=CC=CC=1.C([N:33]([CH2:36]C)CC)C.[C:38]([OH:42])([CH3:41])([CH3:40])[CH3:39], predict the reaction product. The product is: [C:38]([O:42][C:36](=[O:21])[NH:33][C:8]1([C:6]2[CH:5]=[CH:4][N:3]=[C:2]([Br:1])[CH:7]=2)[CH2:9][CH2:10]1)([CH3:41])([CH3:40])[CH3:39]. (2) Given the reactants BrCC(C1C=CC=CC=1OC)=[O:4].Br[CH2:14][C:15]([C:17]1[CH:22]=[CH:21][C:20]([Cl:23])=[CH:19][CH:18]=1)=[O:16], predict the reaction product. The product is: [Cl:23][C:20]1[CH:21]=[CH:22][C:17]([C:15](=[O:16])[CH2:14][OH:4])=[CH:18][CH:19]=1. (3) Given the reactants [CH2:1]([NH:3][C:4]([NH:6][C:7]1[CH:12]=[CH:11][C:10]([C:13]2[N:14]=[C:15]([N:23]3[CH2:28][CH2:27][O:26][CH2:25][CH2:24]3)[C:16]3[CH2:22][CH2:21][NH:20][CH2:19][C:17]=3[N:18]=2)=[CH:9][CH:8]=1)=[O:5])[CH3:2].[Cl:29][C:30]1[C:35](Cl)=[N:34][CH:33]=[CH:32][N:31]=1.CN(C)C=O.C(N(CC)C(C)C)(C)C, predict the reaction product. The product is: [Cl:29][C:30]1[C:35]([N:20]2[CH2:21][CH2:22][C:16]3[C:15]([N:23]4[CH2:24][CH2:25][O:26][CH2:27][CH2:28]4)=[N:14][C:13]([C:10]4[CH:9]=[CH:8][C:7]([NH:6][C:4]([NH:3][CH2:1][CH3:2])=[O:5])=[CH:12][CH:11]=4)=[N:18][C:17]=3[CH2:19]2)=[N:34][CH:33]=[CH:32][N:31]=1. (4) Given the reactants C([Li])(CC)C.C1CCCCC1.[Cl:12][C:13]1[CH:26]=[CH:25][CH:24]=[C:23]([Cl:27])[C:14]=1[O:15][Si](CC)(CC)CC.CN(C)[CH:30]=[O:31], predict the reaction product. The product is: [Cl:27][C:23]1[C:14]([OH:15])=[C:13]([Cl:12])[CH:26]=[CH:25][C:24]=1[CH:30]=[O:31].